Dataset: Experimentally validated miRNA-target interactions with 360,000+ pairs, plus equal number of negative samples. Task: Binary Classification. Given a miRNA mature sequence and a target amino acid sequence, predict their likelihood of interaction. (1) The miRNA is mmu-miR-672-3p with sequence ACACACAGUCACUAUCUUCGA. The protein sequence of the target gene is MGESALEPGPVPETPAGGPVHAVTVVTLLEKLATMLEALRERQGGLAERQGGLAGSVRRIQSGLGALSRSHDTTSNTLTQLLAKAERVGSHADAAQERAVRRAAQVQRLEANHGLLVARGKLHVLLFKEETEIPARAFQKVPELLGPEDQLVLGPDQPEDEVGESSEEEPVESRAQRLRRTGLQKVQSLKRALSSRKAAQPTPVKPPRVGPVRSSEGPSEGQPAAQPEMESELETALEPEPPQPTKEDPEKPVLQIESAA. Result: 1 (interaction). (2) The miRNA is hsa-miR-6795-5p with sequence UGGGGGGACAGGAUGAGAGGCUGU. The protein sequence of the target gene is MEAGEGKERVPKQRQVLIFFVLLGIAQASCQPRHYSVAEETESGSFVANLLKDLGLEIGELAVRGARVVSKGKKMHLQFDRQTGDLLLNEKLDREELCGPTEPCVLPFQVLLENPLQFFQAELRIRDVNDHSPVFLDKEILLKIPESITPGTTFLIERAQDLDVGTNSLQNYTISPNFHFHLNLQDSLDGIILPQLVLNRALDREEQPEIRLTLTALDGGSPPRSGTALVRIEVVDINDNVPEFAKLLYEVQIPEDSPVGSQVAIVSARDLDIGTNGEISYAFSQASEDIRKTFRLSAKS.... Result: 1 (interaction). (3) The miRNA is hsa-miR-106b-5p with sequence UAAAGUGCUGACAGUGCAGAU. The protein sequence of the target gene is MADSASESDTDGAGGNSSSSAAMQSSCSSTSGGGGGGGGGGGGGKSGGIVISPFRLEELTNRLASLQQENKVLKIELETYKLKCKALQEENRDLRKASVTIQARAEQEEEFISNTLFKKIQALQKEKETLAVNYEKEEEFLTNELSRKLMQLQHEKAELEQHLEQEQEFQVNKLMKKIKKLENDTISKQLTLEQLRREKIDLENTLEQEQEALVNRLWKRMDKLEAEKRILQEKLDQPVSAPPSPRDISMEIDSPENMMRHIRFLKNEVERLKKQLRAAQLQHSEKMAQYLEEERHMREE.... Result: 1 (interaction). (4) Result: 1 (interaction). The miRNA is hsa-miR-3685 with sequence UUUCCUACCCUACCUGAAGACU. The protein sequence of the target gene is MDAIKKKMQMLKLDKENALDRAEQAEADKKAAEDRSKQLEDELVSLQKKLKGTEDELDKYSEALKDAQEKLELAEKKATDAEADVASLNRRIQLVEEELDRAQERLATALQKLEEAEKAADESERGMKVIESRAQKDEEKMEIQEIQLKEAKHIAEDADRKYEEVARKLVIIESDLERAEERAELSEGKCAELEEELKTVTNNLKSLEAQAEKYSQKEDRYEEEIKVLSDKLKEAETRAEFAERSVTKLEKSIDDLEDELYAQKLKYKAISEELDHALNDMTSI. (5) The miRNA is hsa-miR-4446-5p with sequence AUUUCCCUGCCAUUCCCUUGGC. The protein sequence of the target gene is MTPPKLRASLSPSLLLLLSGCLLAAARREKGAASNVAEPVPGPTGGSSGRFLSPEQHACSWQLLLPAPEAAAGSELALRCQSPDGARHQCAYRGHPERCAAYAARRAHFWKQVLGGLRKKRRPCHDPAPLQARLCAGKKGHGAELRLVPRASPPARPTVAGFAGESKPRARNRGRTRERASGPAAGTPPPQSAPPKENPSERKTNEGKRKAALVPNEERPMGTGPDPDGLDGNAELTETYCAEKWHSLCNFFVNFWNG. Result: 0 (no interaction). (6) The miRNA is mmu-miR-384-3p with sequence AUUCCUAGAAAUUGUUCACAAU. The protein sequence of the target gene is MAEETQHNKLAAAKKKLKEYWQKNSPRVPAGANRNRKTNGSVPEKATSGGCQPPGDSATGFHREGPTSSATLKDLESPCQERAVVLDSRSVEISQLKNTIKSLKQQKKQVEHQLEEEKKANNKKQKAKRVLEVQIQTLNIQKGKLNTDLYHMKRSLRYFEEKSKDLAVCLQHSLQRKGELESVLSNVMATQKKKANQLSSRSKARTEWKLEQSMREEALLKVQLTQLKESFQQVQLERDECAEHLKGERARWQQRMRKMSQEICTLKKEKQQDMRRVEKLERSLSKLKNQMAEPLPPEPP.... Result: 0 (no interaction). (7) The miRNA is hsa-miR-320b with sequence AAAAGCUGGGUUGAGAGGGCAA. The protein sequence of the target gene is MWLKLFFLLLYFLVLFVLARFFEAIVWYETGIFATQLVDPVALSFKKLKTILECRGLGYSGLPEKKDVRELVEKSGDLMEGELYSALKEEEASESVSSTNFSGEMHFYELVEDTKDGIWLVQVIANDRSPLVGKIHWEKMVKKVSRFGIRTGTFNCSSDPRYCRRRGWVRSTLIMSVPQTSTSKGKVMLKEYSGRKIEVEHIFKWITAHAASRIKTIYNAEHLKEEWNKSDQYWLKIYLFANLDQPPAFFSALSIKFTGRVEFIFVNVENWDNKSYMTDIGIYNMPSYILRTPEGIYRYG.... Result: 1 (interaction). (8) The miRNA is bta-miR-31 with sequence AGGCAAGAUGCUGGCAUAGCU. The protein sequence of the target gene is MAEYLRLPHSLAMIRLCNPPVNAISPTVITEVRNGLQKASLDHTVRAIVICGANDNFCAGADIHGFKSPTGLTLGSLVDEIQRYQKPVVAAIQGVALGGGLELALGCHYRIANAKARVGFPEVMLGILPGARGTQLLPRVVGVPVALDLITSGRHISTDEALKLGILDVVVKSDPVEEAIKFAQTVIGKPIEPRRILNKPVPSLPNMDSVFAEAIAKVRKQYPGRLAPETCVRSVQASVKHPYEVAIKEEAKLFMYLRGSGQARALQYAFFAEKSANKWSTPSGASWKTASAQPVSSVGV.... Result: 0 (no interaction).